Task: Predict the product of the given reaction.. Dataset: Forward reaction prediction with 1.9M reactions from USPTO patents (1976-2016) The product is: [F:27][C:17]1[CH:18]=[C:19]([N:22]2[CH:26]=[CH:25][CH:24]=[N:23]2)[CH:20]=[CH:21][C:16]=1[N:9]1[CH:10]=[C:11]([O:14][CH3:15])[C:12](=[O:13])[C:7]([C:5]2[N:32]([CH2:31][C:30]([F:35])([F:34])[F:29])[N:33]=[CH:3][CH:4]=2)=[N:8]1. Given the reactants CN(C)[CH:3]=[CH:4][C:5]([C:7]1[C:12](=[O:13])[C:11]([O:14][CH3:15])=[CH:10][N:9]([C:16]2[CH:21]=[CH:20][C:19]([N:22]3[CH:26]=[CH:25][CH:24]=[N:23]3)=[CH:18][C:17]=2[F:27])[N:8]=1)=O.[F:29][C:30]([F:35])([F:34])[CH2:31][NH:32][NH2:33].C(O)(C(F)(F)F)=O, predict the reaction product.